Dataset: Reaction yield outcomes from USPTO patents with 853,638 reactions. Task: Predict the reaction yield, written as a fraction of the theoretical maximum amount of product (1.0 means a 100% yield; for example, 0.34 means a 34% yield). (1) The reactants are [Br:1][C:2]1[CH:3]=[C:4]2[C:9](=[CH:10][CH:11]=1)[C:8](=[O:12])[N:7]([CH2:13][CH:14]1[CH2:16][CH2:15]1)[C:6]([C:17]([O:19][CH2:20][CH3:21])=[O:18])=[C:5]2[OH:22].[CH2:23](O)[CH2:24][CH2:25][CH3:26].C(P(CCCC)CCCC)CCC.N(C(N1CCCCC1)=O)=NC(N1CCCCC1)=O. The catalyst is O1CCCC1. The product is [Br:1][C:2]1[CH:3]=[C:4]2[C:9](=[CH:10][CH:11]=1)[C:8](=[O:12])[N:7]([CH2:13][CH:14]1[CH2:15][CH2:16]1)[C:6]([C:17]([O:19][CH2:20][CH3:21])=[O:18])=[C:5]2[O:22][CH2:23][CH2:24][CH2:25][CH3:26]. The yield is 0.858. (2) The reactants are [CH:1]1([CH2:4][N:5]2[C:14](=[O:15])[C:13]3[C:8](=[CH:9][CH:10]=[C:11]([N+:16]([O-])=O)[CH:12]=3)[N:7]([CH:19]([CH3:21])[CH3:20])[C:6]2=[O:22])[CH2:3][CH2:2]1.CO.[H][H]. The catalyst is [Pd].C1COCC1. The product is [NH2:16][C:11]1[CH:12]=[C:13]2[C:8](=[CH:9][CH:10]=1)[N:7]([CH:19]([CH3:21])[CH3:20])[C:6](=[O:22])[N:5]([CH2:4][CH:1]1[CH2:3][CH2:2]1)[C:14]2=[O:15]. The yield is 0.800.